Task: Predict which catalyst facilitates the given reaction.. Dataset: Catalyst prediction with 721,799 reactions and 888 catalyst types from USPTO (1) Reactant: CO[C:3]1[CH:8]=[CH:7][CH:6]=[CH:5][C:4]=1[Mg]Br.[I:11][C:12]1[CH:13]=[C:14]2[C:18](=[CH:19][CH:20]=1)[NH:17][C:16](=[O:21])[C:15]2=[O:22]. Product: [OH:22][C:15]1([C:3]2[CH:4]=[CH:5][CH:6]=[CH:7][CH:8]=2)[C:14]2[C:18](=[CH:19][CH:20]=[C:12]([I:11])[CH:13]=2)[NH:17][C:16]1=[O:21]. The catalyst class is: 332. (2) Reactant: ON1C2C=CC=CC=2N=N1.Cl.CN(C)CCCN=C=NCC.Cl.[CH3:24][N:25]1[C:30](=[O:31])[CH2:29][NH:28][CH2:27][C:26]1=[O:32].[CH3:33][C:34]1[CH:35]=[CH:36][C:37]([C:40]2[N:44]([C:45]3[CH:46]=[N:47][CH:48]=[CH:49][CH:50]=3)[N:43]=[C:42]([C:51](O)=[O:52])[CH:41]=2)=[N:38][CH:39]=1. Product: [CH3:33][C:34]1[CH:35]=[CH:36][C:37]([C:40]2[N:44]([C:45]3[CH:46]=[N:47][CH:48]=[CH:49][CH:50]=3)[N:43]=[C:42]([C:51]([N:28]3[CH2:29][C:30](=[O:31])[N:25]([CH3:24])[C:26](=[O:32])[CH2:27]3)=[O:52])[CH:41]=2)=[N:38][CH:39]=1. The catalyst class is: 289. (3) Reactant: CC1(C)C2C(=C(P(C3C=CC=CC=3)C3C=CC=CC=3)C=CC=2)OC2C(P(C3C=CC=CC=3)C3C=CC=CC=3)=CC=CC1=2.Cl[C:44]1[CH:45]=[CH:46][C:47]2[CH2:53][N:52]([CH3:54])[CH2:51][CH:50]([CH:55]3[CH2:58][C:57]([F:60])([F:59])[CH2:56]3)[O:49][C:48]=2[N:61]=1.[CH3:62][O:63][C:64]1[N:69]=[C:68]([NH2:70])[CH:67]=[CH:66][C:65]=1[C:71]1[CH:72]=[N:73][N:74]([CH3:76])[CH:75]=1.C(=O)([O-])[O-].[Cs+].[Cs+]. Product: [F:59][C:57]1([F:60])[CH2:58][CH:55]([CH:50]2[CH2:51][N:52]([CH3:54])[CH2:53][C:47]3[CH:46]=[CH:45][C:44]([NH:70][C:68]4[CH:67]=[CH:66][C:65]([C:71]5[CH:72]=[N:73][N:74]([CH3:76])[CH:75]=5)=[C:64]([O:63][CH3:62])[N:69]=4)=[N:61][C:48]=3[O:49]2)[CH2:56]1. The catalyst class is: 160. (4) Reactant: [Cl:1][C:2]1[CH:3]=[C:4]([NH:18][C:19]2[CH:31]=[CH:30][C:22]([C:23]([O:25]C(C)(C)C)=[O:24])=[CH:21][CH:20]=2)[CH:5]=[N:6][C:7]=1[O:8][CH:9]([C:14]([F:17])([F:16])[F:15])[C:10]([F:13])([F:12])[F:11].FC(F)(F)C(O)=O. Product: [Cl:1][C:2]1[CH:3]=[C:4]([NH:18][C:19]2[CH:31]=[CH:30][C:22]([C:23]([OH:25])=[O:24])=[CH:21][CH:20]=2)[CH:5]=[N:6][C:7]=1[O:8][CH:9]([C:10]([F:12])([F:13])[F:11])[C:14]([F:16])([F:17])[F:15]. The catalyst class is: 4.